Dataset: Reaction yield outcomes from USPTO patents with 853,638 reactions. Task: Predict the reaction yield, written as a fraction of the theoretical maximum amount of product (1.0 means a 100% yield; for example, 0.34 means a 34% yield). The reactants are Br[CH2:2][CH2:3][CH2:4][OH:5].[Cl:6][C:7]1[CH:12]=[C:11]([O:13][CH2:14][CH:15]=[C:16]([Cl:18])[Cl:17])[CH:10]=[C:9]([Cl:19])[C:8]=1[OH:20].O.[OH-].[Li+].S(=O)(=O)(O)O. The catalyst is [Br-].C([N+](CCCC)(CCCC)CCCC)CCC.O.C1(C)C=CC=CC=1. The product is [Cl:6][C:7]1[CH:12]=[C:11]([O:13][CH2:14][CH:15]=[C:16]([Cl:18])[Cl:17])[CH:10]=[C:9]([Cl:19])[C:8]=1[O:20][CH2:2][CH2:3][CH2:4][OH:5]. The yield is 0.840.